Dataset: Full USPTO retrosynthesis dataset with 1.9M reactions from patents (1976-2016). Task: Predict the reactants needed to synthesize the given product. (1) Given the product [CH3:11][S:12]([C:15]1[CH:20]=[CH:19][CH:18]=[CH:17][C:16]=1[S:21]([NH:1][C:2]1[CH:3]=[C:4]2[C:8](=[CH:9][CH:10]=1)[NH:7][N:6]=[CH:5]2)(=[O:23])=[O:22])(=[O:14])=[O:13], predict the reactants needed to synthesize it. The reactants are: [NH2:1][C:2]1[CH:3]=[C:4]2[C:8](=[CH:9][CH:10]=1)[NH:7][N:6]=[CH:5]2.[CH3:11][S:12]([C:15]1[CH:20]=[CH:19][CH:18]=[CH:17][C:16]=1[S:21](Cl)(=[O:23])=[O:22])(=[O:14])=[O:13]. (2) Given the product [OH:4][C@H:5]1[CH2:10][CH2:9][C@H:8]([N:11]2[C:16](=[O:17])[C:15]([CH2:18][C:19]3[S:23][C:22]([C:24]4[CH:31]=[CH:30][CH:29]=[CH:28][C:25]=4[C:26]#[N:27])=[CH:21][CH:20]=3)=[C:14]([CH2:32][CH2:33][CH3:34])[N:13]3[N:35]=[CH:36][N:37]=[C:12]23)[CH2:7][CH2:6]1, predict the reactants needed to synthesize it. The reactants are: O1[C:5]2([CH2:10][CH2:9][CH:8]([N:11]3[C:16](=[O:17])[C:15]([CH2:18][C:19]4[S:23][C:22]([C:24]5[CH:31]=[CH:30][CH:29]=[CH:28][C:25]=5[C:26]#[N:27])=[CH:21][CH:20]=4)=[C:14]([CH2:32][CH2:33][CH3:34])[N:13]4[N:35]=[CH:36][N:37]=[C:12]34)[CH2:7][CH2:6]2)[O:4]CC1.Cl.O1CCCC1. (3) Given the product [NH2:1][C:2]1[N:3]=[CH:4][C:5]([C:17]2[CH:18]=[CH:19][C:20]([C:21]([N:23]3[CH2:24][CH2:25][NH:26][CH2:27][CH2:28]3)=[O:22])=[CH:36][CH:37]=2)=[N:6][C:7]=1[C:8]1[O:9][C:10]2[CH:15]=[CH:14][N:13]=[CH:12][C:11]=2[N:16]=1, predict the reactants needed to synthesize it. The reactants are: [NH2:1][C:2]1[N:3]=[CH:4][C:5]([C:17]2[CH:37]=[CH:36][C:20]([C:21]([N:23]3[CH2:28][CH2:27][N:26](C(OC(C)(C)C)=O)[CH2:25][CH2:24]3)=[O:22])=[CH:19][CH:18]=2)=[N:6][C:7]=1[C:8]1[O:9][C:10]2[CH:15]=[CH:14][N:13]=[CH:12][C:11]=2[N:16]=1.FC(F)(F)C(O)=O. (4) Given the product [F:54][C:53]1[CH:52]=[CH:51][C:49]([NH2:50])=[CH:48][C:47]=1[C:2]1[S:1][CH:5]=[CH:4][CH:3]=1, predict the reactants needed to synthesize it. The reactants are: [S:1]1[CH:5]=[CH:4][CH:3]=[C:2]1B(O)O.C1(P(C2CCCCC2)C2C=CC=CC=2C2C(OC)=CC=CC=2OC)CCCCC1.P([O-])([O-])([O-])=O.[K+].[K+].[K+].Cl[C:47]1[CH:48]=[C:49]([CH:51]=[CH:52][C:53]=1[F:54])[NH2:50]. (5) Given the product [F:1][C:2]1[CH:3]=[CH:4][C:5]([C:21](=[O:30])[C:22]2[CH:27]=[CH:26][CH:25]=[CH:24][C:23]=2[O:28][CH3:29])=[C:6]([NH:8][C:9](=[O:20])[NH:10][C:11]2[S:12][CH:13]=[C:14]([CH2:16][C:17]([NH:32][CH3:31])=[O:18])[N:15]=2)[CH:7]=1, predict the reactants needed to synthesize it. The reactants are: [F:1][C:2]1[CH:3]=[CH:4][C:5]([C:21](=[O:30])[C:22]2[CH:27]=[CH:26][CH:25]=[CH:24][C:23]=2[O:28][CH3:29])=[C:6]([NH:8][C:9](=[O:20])[NH:10][C:11]2[S:12][CH:13]=[C:14]([CH2:16][C:17](O)=[O:18])[N:15]=2)[CH:7]=1.[CH3:31][NH2:32].C1COCC1. (6) The reactants are: Br[CH2:2][CH2:3][CH2:4][CH2:5][O:6][C:7]1[CH:12]=[CH:11][C:10]([C:13]2[N:17]=[C:16]([C:18]3[CH:19]=[CH:20][C:21]([O:26][CH:27]([CH3:29])[CH3:28])=[C:22]([CH:25]=3)[C:23]#[N:24])[O:15][N:14]=2)=[C:9]([Cl:30])[CH:8]=1.C(=O)([O-])[O-].[K+].[K+].Cl.[CH2:38]([NH2:40])[CH3:39]. Given the product [Cl:30][C:9]1[CH:8]=[C:7]([O:6][CH2:5][CH2:4][CH2:3][CH2:2][NH:40][CH2:38][CH3:39])[CH:12]=[CH:11][C:10]=1[C:13]1[N:17]=[C:16]([C:18]2[CH:19]=[CH:20][C:21]([O:26][CH:27]([CH3:29])[CH3:28])=[C:22]([CH:25]=2)[C:23]#[N:24])[O:15][N:14]=1, predict the reactants needed to synthesize it.